From a dataset of Catalyst prediction with 721,799 reactions and 888 catalyst types from USPTO. Predict which catalyst facilitates the given reaction. (1) The catalyst class is: 4. Reactant: [NH2:1][C:2]1[CH:7]=[CH:6][C:5]([OH:8])=[CH:4][CH:3]=1.C[Si]([C:13]#[N:14])(C)C.C[Si](OS(C(F)(F)F)(=O)=O)(C)C.[CH3:27][C:28]([CH3:30])=O. Product: [OH:8][C:5]1[CH:6]=[CH:7][C:2]([NH:1][C:28]([CH3:30])([CH3:27])[C:13]#[N:14])=[CH:3][CH:4]=1. (2) Reactant: [CH3:1][NH:2][CH2:3][CH2:4][CH3:5].C(N(CC)CC)C.Cl.[F:14][C:15]([F:49])([F:48])[C:16]1[CH:21]=[C:20]([C:22]2[CH:27]=[CH:26][C:25]([C:28]([F:31])([F:30])[F:29])=[CH:24][CH:23]=2)[N:19]=[C:18]([C:32]2[CH:37]=[CH:36][N:35]=[C:34]([C:38]3[CH:39]=[C:40]([S:44](Cl)(=[O:46])=[O:45])[CH:41]=[CH:42][CH:43]=3)[CH:33]=2)[N:17]=1. Product: [CH3:1][N:2]([CH2:3][CH2:4][CH3:5])[S:44]([C:40]1[CH:41]=[CH:42][CH:43]=[C:38]([C:34]2[CH:33]=[C:32]([C:18]3[N:17]=[C:16]([C:15]([F:14])([F:48])[F:49])[CH:21]=[C:20]([C:22]4[CH:27]=[CH:26][C:25]([C:28]([F:31])([F:29])[F:30])=[CH:24][CH:23]=4)[N:19]=3)[CH:37]=[CH:36][N:35]=2)[CH:39]=1)(=[O:45])=[O:46]. The catalyst class is: 1. (3) Reactant: C(P(C(C)(C)C)C(C)(C)C)(C)(C)C.C(N(C(C)C)CC)(C)C.[CH3:23][O:24][C:25](=[O:34])[C:26]1[CH:31]=[C:30](Br)[CH:29]=[CH:28][C:27]=1[F:33].[C:35]([C:37]1[CH:38]=[N:39][CH:40]=[C:41]([CH:44]=1)[C:42]#[N:43])#[CH:36]. Product: [CH3:23][O:24][C:25](=[O:34])[C:26]1[CH:31]=[C:30]([C:36]#[C:35][C:37]2[CH:38]=[N:39][CH:40]=[C:41]([C:42]#[N:43])[CH:44]=2)[CH:29]=[CH:28][C:27]=1[F:33]. The catalyst class is: 185. (4) Reactant: Cl.[NH2:2][C@H:3]1[CH2:8][CH2:7][C@H:6]([NH:9][C:10](=[O:27])[C:11]2[CH:16]=[C:15]([F:17])[CH:14]=[N:13][C:12]=2[O:18][C:19]2[CH:24]=[CH:23][CH:22]=[C:21]([S:25][CH3:26])[CH:20]=2)[CH2:5][CH2:4]1.C(N(CC)CC)C.[Cl:35][CH2:36][CH2:37][CH2:38][CH2:39][C:40](Cl)=[O:41]. Product: [Cl:35][CH2:36][CH2:37][CH2:38][CH2:39][C:40]([NH:2][C@H:3]1[CH2:8][CH2:7][C@H:6]([NH:9][C:10](=[O:27])[C:11]2[CH:16]=[C:15]([F:17])[CH:14]=[N:13][C:12]=2[O:18][C:19]2[CH:24]=[CH:23][CH:22]=[C:21]([S:25][CH3:26])[CH:20]=2)[CH2:5][CH2:4]1)=[O:41]. The catalyst class is: 4. (5) Reactant: C(Cl)(=O)C(Cl)=O.CS(=O)C.[O:11]=[P:12]1([CH2:26][OH:27])[C:25]2[CH:24]=[CH:23][CH:22]=[CH:21][C:20]=2[C:19]2[C:14](=[CH:15][CH:16]=[CH:17][CH:18]=2)[O:13]1. Product: [O:11]=[P:12]1([CH:26]=[O:27])[C:25]2[CH:24]=[CH:23][CH:22]=[CH:21][C:20]=2[C:19]2[C:14](=[CH:15][CH:16]=[CH:17][CH:18]=2)[O:13]1. The catalyst class is: 66. (6) Reactant: [CH2:1]([O:8][C:9]([NH:11][C@@H:12]([CH3:29])[CH2:13][N:14]1[C:22]2[C:17](=[CH:18][CH:19]=[C:20]3[O:25][C:24]([C:26](O)=[O:27])=[CH:23][C:21]3=2)[CH:16]=[N:15]1)=[O:10])[C:2]1[CH:7]=[CH:6][CH:5]=[CH:4][CH:3]=1.O.O[N:32]1C2C=CC=CC=2N=N1.Cl.CN(C)CCCN=C=NCC.N.O1CCOCC1.[Cl-].[NH4+]. The catalyst class is: 3. Product: [CH2:1]([O:8][C:9](=[O:10])[NH:11][C@@H:12]([CH3:29])[CH2:13][N:14]1[C:22]2[C:17](=[CH:18][CH:19]=[C:20]3[O:25][C:24]([C:26](=[O:27])[NH2:32])=[CH:23][C:21]3=2)[CH:16]=[N:15]1)[C:2]1[CH:3]=[CH:4][CH:5]=[CH:6][CH:7]=1. (7) Reactant: [CH2:1]([Zn]CC)C.C(O)(C(F)(F)F)=O.C(I)I.[Cl:16][C:17]1[CH:22]=[CH:21][C:20]([S:23]([NH:26][CH:27]([C:31]2[N:35]([CH2:36][CH3:37])[C:34]([CH3:38])=[N:33][N:32]=2)[CH2:28][CH:29]=[CH2:30])(=[O:25])=[O:24])=[CH:19][CH:18]=1. Product: [Cl:16][C:17]1[CH:22]=[CH:21][C:20]([S:23]([NH:26][CH:27]([C:31]2[N:35]([CH2:36][CH3:37])[C:34]([CH3:38])=[N:33][N:32]=2)[CH2:28][CH:29]2[CH2:1][CH2:30]2)(=[O:25])=[O:24])=[CH:19][CH:18]=1. The catalyst class is: 2.